Dataset: Forward reaction prediction with 1.9M reactions from USPTO patents (1976-2016). Task: Predict the product of the given reaction. (1) Given the reactants [Br:1][C:2]1[CH:3]=[C:4]([C:11]2[NH:12][C:13]3[C:18]([CH:19]=2)=[C:17]([F:20])[CH:16]=[CH:15][CH:14]=3)[C:5]([CH2:8][CH2:9]Cl)=[N:6][CH:7]=1.C(=O)([O-])[O-].[Cs+].[Cs+], predict the reaction product. The product is: [Br:1][C:2]1[CH:7]=[N:6][C:5]2[CH2:8][CH2:9][N:12]3[C:13]4[CH:14]=[CH:15][CH:16]=[C:17]([F:20])[C:18]=4[CH:19]=[C:11]3[C:4]=2[CH:3]=1. (2) Given the reactants Cl.[NH2:2][C@:3]([CH3:27])([CH2:6][CH2:7][CH2:8][C:9]1[CH:14]=[CH:13][C:12]([S:15][C:16]2[CH:21]=[CH:20][CH:19]=[C:18]([C:22]([F:25])([F:24])[F:23])[CH:17]=2)=[CH:11][C:10]=1[Cl:26])[CH2:4][OH:5].C(=O)([O-])O.[Na+], predict the reaction product. The product is: [NH2:2][C@:3]([CH3:27])([CH2:6][CH2:7][CH2:8][C:9]1[CH:14]=[CH:13][C:12]([S:15][C:16]2[CH:21]=[CH:20][CH:19]=[C:18]([C:22]([F:25])([F:23])[F:24])[CH:17]=2)=[CH:11][C:10]=1[Cl:26])[CH2:4][OH:5].